Dataset: Peptide-MHC class II binding affinity with 134,281 pairs from IEDB. Task: Regression. Given a peptide amino acid sequence and an MHC pseudo amino acid sequence, predict their binding affinity value. This is MHC class II binding data. The peptide sequence is VCGMFTNRSGSQQWR. The MHC is DRB1_0405 with pseudo-sequence DRB1_0405. The binding affinity (normalized) is 0.168.